From a dataset of hERG potassium channel inhibition data for cardiac toxicity prediction from Karim et al.. Regression/Classification. Given a drug SMILES string, predict its toxicity properties. Task type varies by dataset: regression for continuous values (e.g., LD50, hERG inhibition percentage) or binary classification for toxic/non-toxic outcomes (e.g., AMES mutagenicity, cardiotoxicity, hepatotoxicity). Dataset: herg_karim. (1) The drug is COc1cc(-c2cn(C3CC(C4CCCCC4)CCNC3=O)nn2)ccc1-n1cnc(C)c1. The result is 1 (blocker). (2) The drug is Cc1nc2ccccc2c(=O)n1-c1ccc(OC2CCCN(C3CCCC3)CC2)cc1. The result is 1 (blocker). (3) The molecule is CC(=O)CN1CCN(c2cc3[nH]c(SC(C)(C)C)nc3cc2Cl)C(C)C1. The result is 0 (non-blocker). (4) The compound is Cc1c(CN(C2CCOCC2)C2CCNC2)cccc1C(F)(F)F. The result is 1 (blocker). (5) The compound is CC#Cc1cncc(-c2ccc3c(c2)C2(COC(N)=N2)C2(COC2)C(CCC)O3)c1. The result is 1 (blocker).